From a dataset of Reaction yield outcomes from USPTO patents with 853,638 reactions. Predict the reaction yield, written as a fraction of the theoretical maximum amount of product (1.0 means a 100% yield; for example, 0.34 means a 34% yield). (1) The reactants are [C:1]([Si:5](Cl)([CH3:7])[CH3:6])([CH3:4])([CH3:3])[CH3:2].[OH:9][C:10]([CH3:23])([CH2:21][OH:22])[C:11]([O:13][CH2:14][C:15]1[CH:20]=[CH:19][CH:18]=[CH:17][CH:16]=1)=[O:12].N1C=CN=C1. The catalyst is CN(C=O)C. The product is [Si:5]([O:22][CH2:21][C:10]([OH:9])([CH3:23])[C:11]([O:13][CH2:14][C:15]1[CH:20]=[CH:19][CH:18]=[CH:17][CH:16]=1)=[O:12])([C:1]([CH3:4])([CH3:3])[CH3:2])([CH3:7])[CH3:6]. The yield is 0.960. (2) The product is [C:52]([O:51][C:49]([N:43]1[CH2:48][CH2:47][N:46]([C:2]2[CH:7]=[CH:6][C:5]([C:8]3[CH:23]=[C:11]4[N:12]=[C:13]([Cl:22])[CH:14]=[C:15]([N:16]5[CH2:21][CH2:20][O:19][CH2:18][CH2:17]5)[N:10]4[N:9]=3)=[CH:4][CH:3]=2)[CH2:45][CH2:44]1)=[O:50])([CH3:55])([CH3:53])[CH3:54]. The catalyst is C1(C)C=CC=CC=1.[Pd].[Pd].C(=CC(C=CC1C=CC=CC=1)=O)C1C=CC=CC=1.C(=CC(C=CC1C=CC=CC=1)=O)C1C=CC=CC=1.C(=CC(C=CC1C=CC=CC=1)=O)C1C=CC=CC=1. The yield is 0.570. The reactants are Br[C:2]1[CH:7]=[CH:6][C:5]([C:8]2[CH:23]=[C:11]3[N:12]=[C:13]([Cl:22])[CH:14]=[C:15]([N:16]4[CH2:21][CH2:20][O:19][CH2:18][CH2:17]4)[N:10]3[N:9]=2)=[CH:4][CH:3]=1.CC(C)([O-])C.[Na+].C(P(C(C)(C)C)C(C)(C)C)(C)(C)C.[N:43]1([C:49]([O:51][C:52]([CH3:55])([CH3:54])[CH3:53])=[O:50])[CH2:48][CH2:47][NH:46][CH2:45][CH2:44]1. (3) The yield is 0.580. The product is [Cl:15][CH2:13][O:8][C:7](=[O:2])[CH:6]([CH2:10][CH2:11][CH3:12])[CH2:3][CH2:4][CH3:5]. The catalyst is [Cl-].[Zn+2].[Cl-]. The reactants are C=[O:2].[CH2:3]([CH:6]([CH2:10][CH2:11][CH3:12])[C:7](Cl)=[O:8])[CH2:4][CH3:5].[CH2:13]([Cl:15])Cl. (4) The reactants are [NH2:1][C:2]1[CH:3]=[C:4]([NH:8][C:9]2[C:14]([Cl:15])=[CH:13][N:12]=[C:11]([NH:16][C:17]3[CH:18]=[N:19][N:20]([CH:22]4[CH2:27][CH2:26][N:25]([CH3:28])[CH2:24][CH2:23]4)[CH:21]=3)[N:10]=2)[CH:5]=[CH:6][CH:7]=1.C([O-])([O-])=O.[K+].[K+].[C:35](Cl)(=[O:38])[CH:36]=[CH2:37]. The catalyst is C(Cl)Cl. The product is [Cl:15][C:14]1[C:9]([NH:8][C:4]2[CH:3]=[C:2]([NH:1][C:35](=[O:38])[CH:36]=[CH2:37])[CH:7]=[CH:6][CH:5]=2)=[N:10][C:11]([NH:16][C:17]2[CH:18]=[N:19][N:20]([CH:22]3[CH2:27][CH2:26][N:25]([CH3:28])[CH2:24][CH2:23]3)[CH:21]=2)=[N:12][CH:13]=1. The yield is 0.0600. (5) The reactants are CN(C)CCN(C)C.C([Li])(CC)C.[CH2:14]([N:16]([CH2:26][CH3:27])[C:17](=[O:25])[C:18]1[CH:23]=[CH:22][C:21]([F:24])=[CH:20][CH:19]=1)[CH3:15].[B:28](OC)([O:31]C)[O:29]C. The catalyst is C1COCC1. The product is [CH2:26]([N:16]([CH2:14][CH3:15])[C:17]([C:18]1[CH:23]=[CH:22][C:21]([F:24])=[CH:20][C:19]=1[B:28]([OH:31])[OH:29])=[O:25])[CH3:27]. The yield is 0.930. (6) The reactants are [CH:1]1([C:4]2[NH:8][N:7]=[C:6]([NH:9][C:10]3[CH:15]=[CH:14][N:13]=[C:12]([NH:16][C@H:17]([C:19]4[N:24]=[C:23]5[CH:25]=[CH:26][N:27](S(C6C=CC(C)=CC=6)(=O)=O)[C:22]5=[CH:21][C:20]=4[F:38])[CH3:18])[N:11]=3)[CH:5]=2)[CH2:3][CH2:2]1.[OH-].[Na+]. The catalyst is CO. The product is [CH:1]1([C:4]2[NH:8][N:7]=[C:6]([NH:9][C:10]3[CH:15]=[CH:14][N:13]=[C:12]([NH:16][C@H:17]([C:19]4[N:24]=[C:23]5[CH:25]=[CH:26][NH:27][C:22]5=[CH:21][C:20]=4[F:38])[CH3:18])[N:11]=3)[CH:5]=2)[CH2:3][CH2:2]1. The yield is 0.300. (7) The reactants are Br[CH2:2][C:3]([C:5]1[CH:10]=[CH:9][C:8]([CH3:11])=[CH:7][CH:6]=1)=[O:4].[C:12]([OH:18])(=[O:17])[C:13]([CH3:16])([CH3:15])[CH3:14].C(=O)([O-])[O-].[K+].[K+]. The catalyst is CN(C=O)C. The product is [CH3:14][C:13]([CH3:16])([CH3:15])[C:12]([O:18][CH2:2][C:3]([C:5]1[CH:10]=[CH:9][C:8]([CH3:11])=[CH:7][CH:6]=1)=[O:4])=[O:17]. The yield is 0.890. (8) The reactants are C[Al](C)C.[N:5]1[CH:10]=[CH:9][CH:8]=[CH:7][C:6]=1[NH2:11].[Si:12]([O:29][CH2:30][CH:31]1[CH2:34][N:33]([CH2:35][C@H:36]([OH:41])[C:37](OC)=[O:38])[CH2:32]1)([C:25]([CH3:28])([CH3:27])[CH3:26])([C:19]1[CH:24]=[CH:23][CH:22]=[CH:21][CH:20]=1)[C:13]1[CH:18]=[CH:17][CH:16]=[CH:15][CH:14]=1.[C@H](O)(C([O-])=O)[C@@H](O)C([O-])=O.[Na+].[K+]. The catalyst is C1(C)C=CC=CC=1.C(OCC)(=O)C. The product is [Si:12]([O:29][CH2:30][CH:31]1[CH2:34][N:33]([CH2:35][C@H:36]([OH:41])[C:37]([NH:11][C:6]2[CH:7]=[CH:8][CH:9]=[CH:10][N:5]=2)=[O:38])[CH2:32]1)([C:25]([CH3:26])([CH3:28])[CH3:27])([C:19]1[CH:24]=[CH:23][CH:22]=[CH:21][CH:20]=1)[C:13]1[CH:18]=[CH:17][CH:16]=[CH:15][CH:14]=1. The yield is 0.595. (9) The reactants are [CH3:1][C:2]([C:7]1[NH:8][C:9]2[C:14]([CH:15]=1)=[CH:13][C:12]([N+:16]([O-:18])=[O:17])=[CH:11][CH:10]=2)([CH3:6])[C:3](O)=[O:4].C(Cl)CCl.C1C=CC2N(O)N=[N:29]C=2C=1.[Cl-].[NH4+]. The catalyst is C(#N)C.CCN(CC)CC.O. The product is [CH3:1][C:2]([C:7]1[NH:8][C:9]2[C:14]([CH:15]=1)=[CH:13][C:12]([N+:16]([O-:18])=[O:17])=[CH:11][CH:10]=2)([CH3:6])[C:3]([NH2:29])=[O:4]. The yield is 0.990.